This data is from NCI-60 drug combinations with 297,098 pairs across 59 cell lines. The task is: Regression. Given two drug SMILES strings and cell line genomic features, predict the synergy score measuring deviation from expected non-interaction effect. (1) Drug 1: C#CCC(CC1=CN=C2C(=N1)C(=NC(=N2)N)N)C3=CC=C(C=C3)C(=O)NC(CCC(=O)O)C(=O)O. Drug 2: CC1C(C(CC(O1)OC2CC(CC3=C2C(=C4C(=C3O)C(=O)C5=CC=CC=C5C4=O)O)(C(=O)C)O)N)O. Cell line: HCC-2998. Synergy scores: CSS=71.2, Synergy_ZIP=-3.10, Synergy_Bliss=-1.60, Synergy_Loewe=0.113, Synergy_HSA=1.58. (2) Drug 1: CS(=O)(=O)CCNCC1=CC=C(O1)C2=CC3=C(C=C2)N=CN=C3NC4=CC(=C(C=C4)OCC5=CC(=CC=C5)F)Cl. Drug 2: CS(=O)(=O)OCCCCOS(=O)(=O)C. Cell line: KM12. Synergy scores: CSS=2.09, Synergy_ZIP=0.898, Synergy_Bliss=2.52, Synergy_Loewe=-0.482, Synergy_HSA=-0.961. (3) Drug 1: C1=C(C(=O)NC(=O)N1)F. Drug 2: CC1=C(C(=CC=C1)Cl)NC(=O)C2=CN=C(S2)NC3=CC(=NC(=N3)C)N4CCN(CC4)CCO. Cell line: SK-MEL-5. Synergy scores: CSS=15.6, Synergy_ZIP=7.36, Synergy_Bliss=5.79, Synergy_Loewe=-2.21, Synergy_HSA=-1.69. (4) Drug 1: C1CCN(CC1)CCOC2=CC=C(C=C2)C(=O)C3=C(SC4=C3C=CC(=C4)O)C5=CC=C(C=C5)O. Drug 2: CC(CN1CC(=O)NC(=O)C1)N2CC(=O)NC(=O)C2. Cell line: K-562. Synergy scores: CSS=24.9, Synergy_ZIP=1.04, Synergy_Bliss=6.85, Synergy_Loewe=-3.73, Synergy_HSA=-0.756. (5) Drug 1: C1=C(C(=O)NC(=O)N1)N(CCCl)CCCl. Drug 2: C1C(C(OC1N2C=NC3=C2NC=NCC3O)CO)O. Cell line: NCIH23. Synergy scores: CSS=41.2, Synergy_ZIP=2.53, Synergy_Bliss=1.85, Synergy_Loewe=1.80, Synergy_HSA=1.92. (6) Drug 1: CCC(=C(C1=CC=CC=C1)C2=CC=C(C=C2)OCCN(C)C)C3=CC=CC=C3.C(C(=O)O)C(CC(=O)O)(C(=O)O)O. Drug 2: C1CC(C1)(C(=O)O)C(=O)O.[NH2-].[NH2-].[Pt+2]. Cell line: SN12C. Synergy scores: CSS=12.8, Synergy_ZIP=-4.77, Synergy_Bliss=-0.490, Synergy_Loewe=1.74, Synergy_HSA=2.75. (7) Drug 1: C1=NC2=C(N1)C(=S)N=C(N2)N. Drug 2: C1CN(P(=O)(OC1)NCCCl)CCCl. Cell line: MCF7. Synergy scores: CSS=34.6, Synergy_ZIP=-0.990, Synergy_Bliss=-4.52, Synergy_Loewe=-31.3, Synergy_HSA=-4.65. (8) Drug 1: CC1C(C(CC(O1)OC2CC(CC3=C2C(=C4C(=C3O)C(=O)C5=C(C4=O)C(=CC=C5)OC)O)(C(=O)C)O)N)O.Cl. Drug 2: CC1C(C(CC(O1)OC2CC(OC(C2O)C)OC3=CC4=CC5=C(C(=O)C(C(C5)C(C(=O)C(C(C)O)O)OC)OC6CC(C(C(O6)C)O)OC7CC(C(C(O7)C)O)OC8CC(C(C(O8)C)O)(C)O)C(=C4C(=C3C)O)O)O)O. Cell line: 786-0. Synergy scores: CSS=22.3, Synergy_ZIP=-3.25, Synergy_Bliss=0.408, Synergy_Loewe=-26.5, Synergy_HSA=-0.710. (9) Drug 1: CC1C(C(CC(O1)OC2CC(CC3=C2C(=C4C(=C3O)C(=O)C5=C(C4=O)C(=CC=C5)OC)O)(C(=O)C)O)N)O.Cl. Drug 2: C1=CC(=CC=C1CC(C(=O)O)N)N(CCCl)CCCl.Cl. Cell line: ACHN. Synergy scores: CSS=60.7, Synergy_ZIP=7.74, Synergy_Bliss=9.39, Synergy_Loewe=2.76, Synergy_HSA=11.9.